Dataset: Full USPTO retrosynthesis dataset with 1.9M reactions from patents (1976-2016). Task: Predict the reactants needed to synthesize the given product. (1) Given the product [N:36]([C:2]1[CH:7]=[C:6]([O:8][C:9]2[CH:14]=[CH:13][C:12]([NH:15][C:16]([NH:18][C:19]3[CH:24]=[CH:23][C:22]([CH2:25][N:26]4[CH2:31][CH2:30][CH2:29][CH2:28][CH2:27]4)=[C:21]([C:32]([F:35])([F:34])[F:33])[CH:20]=3)=[O:17])=[CH:11][CH:10]=2)[N:5]=[CH:4][N:3]=1)=[N+:37]=[N-:38], predict the reactants needed to synthesize it. The reactants are: Cl[C:2]1[CH:7]=[C:6]([O:8][C:9]2[CH:14]=[CH:13][C:12]([NH:15][C:16]([NH:18][C:19]3[CH:24]=[CH:23][C:22]([CH2:25][N:26]4[CH2:31][CH2:30][CH2:29][CH2:28][CH2:27]4)=[C:21]([C:32]([F:35])([F:34])[F:33])[CH:20]=3)=[O:17])=[CH:11][CH:10]=2)[N:5]=[CH:4][N:3]=1.[N-:36]=[N+:37]=[N-:38].[Na+]. (2) Given the product [C:15]([C:17]1[CH:18]=[CH:19][C:20]([C:23]2[CH:24]=[N:25][N:26]([C:29]3[CH:37]=[CH:36][C:32]([C:33]([NH:13][C:8]4([CH3:7])[CH2:10][CH2:9]4)=[O:35])=[CH:31][N:30]=3)[C:27]=2[OH:28])=[CH:21][CH:22]=1)#[N:16], predict the reactants needed to synthesize it. The reactants are: C(Cl)CCl.C1C=[CH:7][C:8]2[N:13](O)N=N[C:9]=2[CH:10]=1.[C:15]([C:17]1[CH:22]=[CH:21][C:20]([C:23]2[CH:24]=[N:25][N:26]([C:29]3[CH:37]=[CH:36][C:32]([C:33]([OH:35])=O)=[CH:31][N:30]=3)[C:27]=2[OH:28])=[CH:19][CH:18]=1)#[N:16].Cl.CC1(N)CC1.CCN(C(C)C)C(C)C. (3) Given the product [C:10]1([C:16](=[N:23][CH2:24][C:25]2([C:31]([NH:33][C:34]3[CH:39]=[C:38]([C:40]([F:42])([F:43])[F:41])[CH:37]=[CH:36][N:35]=3)=[O:32])[CH2:30][CH2:29][N:28]([C:45]3[C:46]4[CH:53]=[CH:52][NH:51][C:47]=4[N:48]=[CH:49][N:50]=3)[CH2:27][CH2:26]2)[C:17]2[CH:18]=[CH:19][CH:20]=[CH:21][CH:22]=2)[CH:11]=[CH:12][CH:13]=[CH:14][CH:15]=1, predict the reactants needed to synthesize it. The reactants are: C(N(C(C)C)C(C)C)C.[C:10]1([C:16](=[N:23][CH2:24][C:25]2([C:31]([NH:33][C:34]3[CH:39]=[C:38]([C:40]([F:43])([F:42])[F:41])[CH:37]=[CH:36][N:35]=3)=[O:32])[CH2:30][CH2:29][NH:28][CH2:27][CH2:26]2)[C:17]2[CH:22]=[CH:21][CH:20]=[CH:19][CH:18]=2)[CH:15]=[CH:14][CH:13]=[CH:12][CH:11]=1.Cl[C:45]1[C:46]2[CH:53]=[CH:52][NH:51][C:47]=2[N:48]=[CH:49][N:50]=1. (4) Given the product [C:7]1(=[O:12])[N:1]([CH2:2][CH2:3][C:4]([O:6][N:15]2[C:19](=[O:20])[CH2:18][CH2:17][C:16]2=[O:21])=[O:5])[C:10](=[O:11])[CH:9]=[CH:8]1, predict the reactants needed to synthesize it. The reactants are: [NH2:1][CH2:2][CH2:3][C:4]([OH:6])=[O:5].[C:7]1(=O)[O:12][C:10](=[O:11])[CH:9]=[CH:8]1.O[N:15]1[C:19](=[O:20])[CH2:18][CH2:17][C:16]1=[O:21].C1(N=C=NC2CCCCC2)CCCCC1. (5) Given the product [Si:1]([O:8][CH2:9][C@@H:10]([NH:14][CH3:15])[CH2:11][CH:12]=[CH2:13])([C:4]([CH3:7])([CH3:6])[CH3:5])([CH3:2])[CH3:3], predict the reactants needed to synthesize it. The reactants are: [Si:1]([O:8][CH2:9][C@@H:10]([N:14](C)[C:15](=O)OC(C)(C)C)[CH2:11][CH:12]=[CH2:13])([C:4]([CH3:7])([CH3:6])[CH3:5])([CH3:3])[CH3:2].N1C(C)=CC=CC=1C.[Si](OS(C(F)(F)F)(=O)=O)(C)(C)C. (6) Given the product [O:53]=[C:50]1[C:49]2[CH:54]=[CH:55][C:46]([C:2]3[N:3]=[C:4]4[C:10]5[CH:11]=[CH:12][CH:13]=[CH:14][C:9]=5[NH:8][C:7]5[N:15]=[CH:16][CH:17]=[CH:18][C:6]=5[N:5]4[C:19]=3[C:20]3[CH:25]=[CH:24][C:23]([C:26]4([NH:30][C:31](=[O:37])[O:32][C:33]([CH3:35])([CH3:34])[CH3:36])[CH2:29][CH2:28][CH2:27]4)=[CH:22][CH:21]=3)=[CH:47][C:48]=2[CH2:52][O:51]1, predict the reactants needed to synthesize it. The reactants are: Br[C:2]1[N:3]=[C:4]2[C:10]3[CH:11]=[CH:12][CH:13]=[CH:14][C:9]=3[NH:8][C:7]3[N:15]=[CH:16][CH:17]=[CH:18][C:6]=3[N:5]2[C:19]=1[C:20]1[CH:25]=[CH:24][C:23]([C:26]2([NH:30][C:31](=[O:37])[O:32][C:33]([CH3:36])([CH3:35])[CH3:34])[CH2:29][CH2:28][CH2:27]2)=[CH:22][CH:21]=1.CC1(C)C(C)(C)OB([C:46]2[CH:55]=[CH:54][C:49]3[C:50](=[O:53])[O:51][CH2:52][C:48]=3[CH:47]=2)O1.C([O-])([O-])=O.[Na+].[Na+]. (7) Given the product [CH2:20]([O:19][P:18]([CH:15]([C:12]1[CH:11]=[CH:10][C:9]([CH2:8][NH:7][C:6]([O:5][C:1]([CH3:4])([CH3:2])[CH3:3])=[O:17])=[CH:14][CH:13]=1)[OH:16])(=[O:25])[O:22][CH2:23][CH3:24])[CH3:21], predict the reactants needed to synthesize it. The reactants are: [C:1]([O:5][C:6](=[O:17])[NH:7][CH2:8][C:9]1[CH:14]=[CH:13][C:12]([CH:15]=[O:16])=[CH:11][CH:10]=1)([CH3:4])([CH3:3])[CH3:2].[P:18]([O-:25])([O:22][CH2:23][CH3:24])[O:19][CH2:20][CH3:21].C(N(CC)CC)C. (8) Given the product [Cl:1][C:2]1[C:12]([Cl:13])=[CH:11][CH:10]=[C:9]([Si:14]([CH3:15])([CH3:16])[CH3:17])[C:3]=1[C:4]([NH:6][O:21][CH2:18][CH:19]=[CH2:20])=[O:5], predict the reactants needed to synthesize it. The reactants are: [Cl:1][C:2]1[C:12]([Cl:13])=[CH:11][CH:10]=[C:9]([Si:14]([CH3:17])([CH3:16])[CH3:15])[C:3]=1[C:4]([NH:6]CC)=[O:5].[CH2:18]([O:21]N)[CH:19]=[CH2:20]. (9) Given the product [F:20][C:17]([F:18])([F:19])[C:13]1[CH:14]=[CH:15][CH:16]=[C:11]([Cl:10])[C:12]=1[C:21]([OH:23])=[O:22], predict the reactants needed to synthesize it. The reactants are: ClC1C=CC(C)=CC=1.[Li].[Cl:10][C:11]1[CH:12]=[C:13]([C:17]([F:20])([F:19])[F:18])[CH:14]=[CH:15][CH:16]=1.[C:21](=[O:23])=[O:22].